Dataset: Reaction yield outcomes from USPTO patents with 853,638 reactions. Task: Predict the reaction yield, written as a fraction of the theoretical maximum amount of product (1.0 means a 100% yield; for example, 0.34 means a 34% yield). (1) The reactants are [CH3:1][O:2][C:3]1[CH:8]=[CH:7][C:6]([C:9]2([C:12]([OH:14])=O)[CH2:11][CH2:10]2)=[CH:5][CH:4]=1.S(Cl)(Cl)=O.[Br:19][C:20]1[C:29]2[C:24](=[CH:25][CH:26]=[CH:27][CH:28]=2)[CH:23]=[C:22]([NH2:30])[N:21]=1.CCN(CC)CC. The catalyst is C(Cl)Cl.CN(C=O)C. The product is [Br:19][C:20]1[C:29]2[C:24](=[CH:25][CH:26]=[CH:27][CH:28]=2)[CH:23]=[C:22]([NH:30][C:12]([C:9]2([C:6]3[CH:5]=[CH:4][C:3]([O:2][CH3:1])=[CH:8][CH:7]=3)[CH2:10][CH2:11]2)=[O:14])[N:21]=1. The yield is 0.750. (2) The reactants are [F:1][C:2]1[CH:3]=[C:4]([CH:8]=[CH:9][CH:10]=1)[CH2:5][CH2:6][NH2:7].[S:11]1[CH2:17][C:15](=[O:16])[NH:14][C:12]1=S.CCN(C(C)C)C(C)C. The catalyst is C(#N)C. The product is [F:1][C:2]1[CH:3]=[C:4]([CH2:5][CH2:6][NH:7][C:12]2[S:11][CH2:17][C:15](=[O:16])[N:14]=2)[CH:8]=[CH:9][CH:10]=1. The yield is 0.766. (3) The reactants are [F:1][C:2]1[CH:7]=[CH:6][C:5]([C:8]2[N:9]=[C:10]([CH:20]([CH3:22])[CH3:21])[NH:11][C:12]=2[C:13]2[CH:18]=[CH:17][CH:16]=[C:15]([CH3:19])[N:14]=2)=[CH:4][C:3]=1[C:23]1[CH:28]=[CH:27][C:26]([OH:29])=[CH:25][CH:24]=1.C1(P(C2C=CC=CC=2)C2C=CC=CC=2)C=CC=CC=1.O[CH2:50][CH2:51][N:52]1[CH2:56][CH2:55][CH2:54][CH2:53]1.O. The catalyst is O1CCCC1. The product is [F:1][C:2]1[C:3]([C:23]2[CH:24]=[CH:25][C:26]([O:29][CH2:50][CH2:51][N:52]3[CH2:56][CH2:55][CH2:54][CH2:53]3)=[CH:27][CH:28]=2)=[CH:4][C:5]([C:8]2[N:9]=[C:10]([CH:20]([CH3:22])[CH3:21])[NH:11][C:12]=2[C:13]2[CH:18]=[CH:17][CH:16]=[C:15]([CH3:19])[N:14]=2)=[CH:6][CH:7]=1. The yield is 0.430. (4) The reactants are Br[C:2]1[CH:3]=[C:4]([C@:9]2([CH3:19])[CH2:14][CH2:13][S:12][C:11]([NH:15][C:16](=[O:18])[CH3:17])=[N:10]2)[CH:5]=[CH:6][C:7]=1[F:8].[F:20][C:21]1[C:26]([Sn](CCCC)(CCCC)CCCC)=[N:25][CH:24]=[CH:23][N:22]=1.[Cl-].[Li+]. The catalyst is C1(C)C=CC=CC=1.Cl[Pd](Cl)([P](C1C=CC=CC=1)(C1C=CC=CC=1)C1C=CC=CC=1)[P](C1C=CC=CC=1)(C1C=CC=CC=1)C1C=CC=CC=1. The product is [F:8][C:7]1[CH:6]=[CH:5][C:4]([C@:9]2([CH3:19])[CH2:14][CH2:13][S:12][C:11]([NH:15][C:16](=[O:18])[CH3:17])=[N:10]2)=[CH:3][C:2]=1[C:26]1[C:21]([F:20])=[N:22][CH:23]=[CH:24][N:25]=1. The yield is 0.310. (5) The reactants are O[Li].O.O.C([O:9][C:10]([C:12]1([CH2:17][CH2:18][CH2:19][CH2:20][CH2:21][C:22](=[O:40])[CH2:23][CH2:24][CH2:25][CH2:26][CH2:27][C:28]2([C:33]([O:35]CCCC)=[O:34])[CH2:32][CH2:31][CH2:30][CH2:29]2)[CH2:16][CH2:15][CH2:14][CH2:13]1)=[O:11])CCC. The catalyst is CCO. The product is [C:33]([C:28]1([CH2:27][CH2:26][CH2:25][CH2:24][CH2:23][C:22](=[O:40])[CH2:21][CH2:20][CH2:19][CH2:18][CH2:17][C:12]2([C:10]([OH:11])=[O:9])[CH2:16][CH2:15][CH2:14][CH2:13]2)[CH2:29][CH2:30][CH2:31][CH2:32]1)([OH:35])=[O:34]. The yield is 0.830. (6) The reactants are C(OC(=O)[NH:7][C@@H:8]([CH2:28][CH3:29])[C:9]([NH:11][C:12]1[CH:17]=[CH:16][CH:15]=[C:14]([Cl:18])[C:13]=1[C:19](=[O:27])[NH:20][C:21]1[CH:26]=[CH:25][CH:24]=[CH:23][CH:22]=1)=O)(C)(C)C.II.C[Si](N[Si](C)(C)C)(C)C. The catalyst is C(Cl)Cl. The product is [NH2:7][C@H:8]([C:9]1[N:20]([C:21]2[CH:26]=[CH:25][CH:24]=[CH:23][CH:22]=2)[C:19](=[O:27])[C:13]2[C:12](=[CH:17][CH:16]=[CH:15][C:14]=2[Cl:18])[N:11]=1)[CH2:28][CH3:29]. The yield is 0.340. (7) The reactants are [Cr](Cl)([O-])(=O)=O.[NH+]1C=CC=CC=1.[Cl:12][C:13]1[S:17][C:16]([S:18]([NH:21][C@H:22]([CH2:27][OH:28])[C@H:23]([CH2:25][CH3:26])[CH3:24])(=[O:20])=[O:19])=[CH:15][CH:14]=1. The catalyst is C(Cl)Cl. The product is [Cl:12][C:13]1[S:17][C:16]([S:18]([NH:21][C@H:22]([CH:27]=[O:28])[C@@H:23]([CH3:24])[CH2:25][CH3:26])(=[O:20])=[O:19])=[CH:15][CH:14]=1. The yield is 0.810. (8) The reactants are Br[C:2]1[C:3]([NH:9][C:10]2[CH2:15][CH2:14][CH2:13][C:12](=[O:16])[CH:11]=2)=[N:4][CH:5]=[C:6]([CH3:8])[CH:7]=1.C(=O)([O-])[O-].[Cs+].[Cs+].C1(C)C=CC=CC=1.Cl. The catalyst is Cl[Pd](Cl)([P](C1C=CC=CC=1)(C1C=CC=CC=1)C1C=CC=CC=1)[P](C1C=CC=CC=1)(C1C=CC=CC=1)C1C=CC=CC=1.C(O)C.O. The product is [CH3:8][C:6]1[CH:5]=[N:4][C:3]2[NH:9][C:10]3[CH2:15][CH2:14][CH2:13][C:12](=[O:16])[C:11]=3[C:2]=2[CH:7]=1. The yield is 0.920. (9) The reactants are C(=O)(O)[O-].[Na+].S(S([O-])=O)([O-])=O.[Na+].[Na+].[CH3:14][C:15]1[CH:19]=[C:18]([NH:20][C:21]2[C:26]([N+:27]([O-])=O)=[CH:25][CH:24]=[C:23]([C:30]([F:33])([F:32])[F:31])[N:22]=2)[O:17][N:16]=1.CO.C(Cl)Cl. The catalyst is C1COCC1.O.O. The product is [CH3:14][C:15]1[CH:19]=[C:18]([NH:20][C:21]2[C:26]([NH2:27])=[CH:25][CH:24]=[C:23]([C:30]([F:32])([F:31])[F:33])[N:22]=2)[O:17][N:16]=1. The yield is 0.460. (10) The reactants are [CH2:1]([O:3][C:4](=[O:17])[C:5]1[CH:10]=[CH:9][C:8]([C:11]([F:14])([F:13])[F:12])=[N:7][C:6]=1[CH2:15]Cl)[CH3:2].CN(C=O)C.[Na].[CH3:24][C:25]1[O:29][C:28](=[O:30])[NH:27][N:26]=1. The catalyst is O. The product is [CH2:1]([O:3][C:4](=[O:17])[C:5]1[CH:10]=[CH:9][C:8]([C:11]([F:14])([F:13])[F:12])=[N:7][C:6]=1[CH2:15][N:27]1[N:26]=[C:25]([CH3:24])[O:29][C:28]1=[O:30])[CH3:2]. The yield is 0.820.